Task: Predict which catalyst facilitates the given reaction.. Dataset: Catalyst prediction with 721,799 reactions and 888 catalyst types from USPTO (1) Reactant: [CH3:1][O:2][C:3](=[O:11])[C:4]1[CH:9]=[C:8]([OH:10])[CH:7]=[N:6][CH:5]=1.Br[C:13]1[CH:17]=[CH:16][O:15][N:14]=1.[NH2:18][NH2:19]. Product: [N:6]1[CH:5]=[CH:4][CH:9]=[C:8]([O:10][C:13]2[CH2:17][CH2:16][O:15][N:14]=2)[CH:7]=1.[O:2]1[CH:1]=[N:19][NH:18][C:3]1=[O:11]. The catalyst class is: 5. (2) Reactant: [CH3:1][N:2]1[CH:6]=[C:5]([C:7]2[N:12]=[C:11]3[N:13]([CH2:16][C@@H:17]4[CH2:22][N:21]([C:23]5[N:28]=[CH:27][C:26]([C:29]6[CH:30]=[N:31][N:32]([CH:34]7[CH2:39][CH2:38][N:37](C(OC(C)(C)C)=O)[CH2:36][CH2:35]7)[CH:33]=6)=[CH:25][N:24]=5)[CH2:20][CH2:19][O:18]4)[N:14]=[N:15][C:10]3=[N:9][CH:8]=2)[CH:4]=[N:3]1.[ClH:47]. Product: [ClH:47].[CH3:1][N:2]1[CH:6]=[C:5]([C:7]2[N:12]=[C:11]3[N:13]([CH2:16][C@H:17]4[O:18][CH2:19][CH2:20][N:21]([C:23]5[N:28]=[CH:27][C:26]([C:29]6[CH:30]=[N:31][N:32]([CH:34]7[CH2:39][CH2:38][NH:37][CH2:36][CH2:35]7)[CH:33]=6)=[CH:25][N:24]=5)[CH2:22]4)[N:14]=[N:15][C:10]3=[N:9][CH:8]=2)[CH:4]=[N:3]1. The catalyst class is: 135. (3) Reactant: C([Mg]Br)C.[NH:5]1[C:13]2[CH:12]=[CH:11][N:10]=[C:9]([N:14]3[CH2:19][CH2:18][N:17]([CH2:20][CH2:21][C:22]4[C:30]5[C:25](=[CH:26][CH:27]=[C:28]([CH:31]=[O:32])[CH:29]=5)[NH:24][CH:23]=4)[CH2:16][CH2:15]3)[C:8]=2[CH:7]=[CH:6]1.I[C:34]1[N:35]=[CH:36][N:37]([C:39]([C:52]2[CH:57]=[CH:56][CH:55]=[CH:54][CH:53]=2)([C:46]2[CH:51]=[CH:50][CH:49]=[CH:48][CH:47]=2)[C:40]2[CH:45]=[CH:44][CH:43]=[CH:42][CH:41]=2)[CH:38]=1.[NH4+].[Cl-]. Product: [NH:5]1[C:13]2[CH:12]=[CH:11][N:10]=[C:9]([N:14]3[CH2:15][CH2:16][N:17]([CH2:20][CH2:21][C:22]4[C:30]5[C:25](=[CH:26][CH:27]=[C:28]([CH:31]([C:34]6[N:35]=[CH:36][N:37]([C:39]([C:40]7[CH:45]=[CH:44][CH:43]=[CH:42][CH:41]=7)([C:52]7[CH:53]=[CH:54][CH:55]=[CH:56][CH:57]=7)[C:46]7[CH:47]=[CH:48][CH:49]=[CH:50][CH:51]=7)[CH:38]=6)[OH:32])[CH:29]=5)[NH:24][CH:23]=4)[CH2:18][CH2:19]3)[C:8]=2[CH:7]=[CH:6]1. The catalyst class is: 4. (4) Reactant: [CH3:1][C:2]1[CH:10]=[CH:9][C:5]([C:6]([NH2:8])=[O:7])=[CH:4][C:3]=1B1OC(C)(C)C(C)(C)O1.Br[C:21]1[N:26]=[CH:25][C:24]([CH2:27][NH:28][CH2:29][CH2:30][CH:31]2[CH2:36][CH2:35][CH2:34][CH2:33][CH2:32]2)=[CH:23][CH:22]=1.C([O-])([O-])=O.[Na+].[Na+]. Product: [CH:31]1([CH2:30][CH2:29][NH:28][CH2:27][C:24]2[CH:23]=[CH:22][C:21]([C:3]3[CH:4]=[C:5]([CH:9]=[CH:10][C:2]=3[CH3:1])[C:6]([NH2:8])=[O:7])=[N:26][CH:25]=2)[CH2:36][CH2:35][CH2:34][CH2:33][CH2:32]1. The catalyst class is: 12. (5) Reactant: Br[CH2:2][C:3]1[CH2:8][CH2:7][O:6][CH2:5][C:4]=1[C:9]1[N:13]([CH:14]([CH3:16])[CH3:15])[N:12]=[CH:11][CH:10]=1.[OH:17][C:18]1[C:19](C=O)=[N:20][C:21](C)=[CH:22][CH:23]=1.[C:27]([O-:30])([O-])=O.[K+].[K+].CN([CH:36]=[O:37])C. Product: [CH:14]([N:13]1[C:9]([C:4]2[CH2:5][O:6][CH2:7][CH2:8][C:3]=2[CH2:2][O:17][C:18]2[C:23]([CH:36]=[O:37])=[CH:22][C:21]([O:30][CH3:27])=[N:20][CH:19]=2)=[CH:10][CH:11]=[N:12]1)([CH3:16])[CH3:15]. The catalyst class is: 238. (6) Reactant: C(OC([N:8]1[CH2:13][CH2:12][CH2:11][C@H:10]([O:14][C:15]2[CH:20]=[CH:19][CH:18]=[CH:17][C:16]=2[C:21]([N:23]2[CH2:37][C:26]3=[C:27]4[N:32]([N:33]=[C:25]3[CH2:24]2)[C:31]([CH3:34])=[C:30]([Cl:35])[C:29]([CH3:36])=[N:28]4)=[O:22])[CH2:9]1)=O)(C)(C)C.C(O)(C(F)(F)F)=O. Product: [Cl:35][C:30]1[C:29]([CH3:36])=[N:28][C:27]2[N:32]([N:33]=[C:25]3[CH2:24][N:23]([C:21]([C:16]4[CH:17]=[CH:18][CH:19]=[CH:20][C:15]=4[O:14][C@H:10]4[CH2:11][CH2:12][CH2:13][NH:8][CH2:9]4)=[O:22])[CH2:37][C:26]3=2)[C:31]=1[CH3:34]. The catalyst class is: 2. (7) Reactant: [CH3:1][O:2][C:3]1[CH:4]=[N:5][C:6]([N:11]2[C:20](=[O:21])[C:19]3[C:14](=[CH:15][C:16]([C:22](O)=[O:23])=[CH:17][CH:18]=3)[NH:13][C:12]2=[S:25])=[N:7][C:8]=1[O:9][CH3:10].[NH2:26][CH2:27][C:28]1[CH:29]=[C:30]([CH:39]=[CH:40][CH:41]=1)[C:31]([C:33]1[CH:38]=[CH:37][CH:36]=[CH:35][CH:34]=1)=[O:32].CCN(C(C)C)C(C)C.CN(C(ON1N=NC2C=CC=NC1=2)=[N+](C)C)C.F[P-](F)(F)(F)(F)F. Product: [C:31]([C:30]1[CH:29]=[C:28]([CH:41]=[CH:40][CH:39]=1)[CH2:27][NH:26][C:22]([C:16]1[CH:15]=[C:14]2[C:19]([C:20](=[O:21])[N:11]([C:6]3[N:7]=[C:8]([O:9][CH3:10])[C:3]([O:2][CH3:1])=[CH:4][N:5]=3)[C:12](=[S:25])[NH:13]2)=[CH:18][CH:17]=1)=[O:23])(=[O:32])[C:33]1[CH:34]=[CH:35][CH:36]=[CH:37][CH:38]=1. The catalyst class is: 39.